From a dataset of Full USPTO retrosynthesis dataset with 1.9M reactions from patents (1976-2016). Predict the reactants needed to synthesize the given product. (1) Given the product [O:1]=[C:2]1[N:6]([CH2:7][C:8]([OH:10])=[O:9])[CH2:5][CH2:4][O:3]1, predict the reactants needed to synthesize it. The reactants are: [O:1]=[C:2]1[N:6]([CH2:7][C:8]([O:10]CC)=[O:9])[CH2:5][CH2:4][O:3]1. (2) The reactants are: C([O:3][C:4]([C:6]1[S:10][C:9]2[CH:11]=[CH:12][CH:13]=[C:14]([N:15]3[CH2:20][CH2:19][N:18](C(OC(C)(C)C)=O)[CH2:17][CH2:16]3)[C:8]=2[CH:7]=1)=[O:5])C.[ClH:28]. Given the product [ClH:28].[N:15]1([C:14]2[C:8]3[CH:7]=[C:6]([C:4]([OH:5])=[O:3])[S:10][C:9]=3[CH:11]=[CH:12][CH:13]=2)[CH2:20][CH2:19][NH:18][CH2:17][CH2:16]1, predict the reactants needed to synthesize it. (3) Given the product [ClH:34].[ClH:34].[CH2:1]([C:5]1[N:10]=[N:9][C:8]([O:11][CH:12]2[CH2:17][CH2:16][N:15]([CH3:18])[CH2:14][CH:13]2[CH2:19][OH:20])=[CH:7][C:6]=1[C:21]1[CH:22]=[CH:23][C:24]([O:27][CH:28]2[CH2:33][CH2:32][CH2:31][CH2:30][CH2:29]2)=[CH:25][CH:26]=1)[CH2:2][CH2:3][CH3:4], predict the reactants needed to synthesize it. The reactants are: [CH2:1]([C:5]1[N:10]=[N:9][C:8]([O:11][CH:12]2[CH2:17][CH2:16][N:15]([CH3:18])[CH2:14][CH:13]2[CH2:19][OH:20])=[CH:7][C:6]=1[C:21]1[CH:26]=[CH:25][C:24]([O:27][CH:28]2[CH2:33][CH2:32][CH2:31][CH2:30][CH2:29]2)=[CH:23][CH:22]=1)[CH2:2][CH2:3][CH3:4].[ClH:34]. (4) Given the product [CH3:1][O:2][C:3](=[O:13])[CH2:4][CH2:5][CH2:6][CH2:7][CH2:8][CH2:9][C:10](=[O:12])[NH:40][CH2:39][C:29]1[C:38]2[C:33](=[CH:34][CH:35]=[CH:36][CH:37]=2)[CH:32]=[CH:31][CH:30]=1, predict the reactants needed to synthesize it. The reactants are: [CH3:1][O:2][C:3](=[O:13])[CH2:4][CH2:5][CH2:6][CH2:7][CH2:8][CH2:9][C:10]([OH:12])=O.C(N(CC)CC)C.C(OC(Cl)=O)C(C)C.[C:29]1([CH2:39][NH2:40])[C:38]2[C:33](=[CH:34][CH:35]=[CH:36][CH:37]=2)[CH:32]=[CH:31][CH:30]=1. (5) Given the product [NH2:3][C:4]1[N:9]=[C:8]([O:10][CH3:11])[N:7]=[C:6]([CH2:22][CH2:21][CH2:20][CH2:19][O:18][C:15](=[O:17])[CH3:16])[CH:5]=1, predict the reactants needed to synthesize it. The reactants are: [H-].[Na+].[NH2:3][C:4]1[N:9]=[C:8]([O:10][CH3:11])[NH:7][C:6](=O)[CH:5]=1.[Br-].[Li+].[C:15]([O:18][CH2:19][CH2:20][CH2:21][CH2:22]Br)(=[O:17])[CH3:16]. (6) Given the product [CH:1]1([NH:7][C:8]([C:10]2[C:11]([S:16][CH2:28][C:29]([C:31]3[CH:36]=[CH:35][CH:34]=[CH:33][CH:32]=3)=[O:30])=[N:12][CH:13]=[CH:14][CH:15]=2)=[O:9])[CH2:2][CH2:3][CH2:4][CH2:5][CH2:6]1, predict the reactants needed to synthesize it. The reactants are: [CH:1]1([NH:7][C:8]([C:10]2[C:11]([SH:16])=[N:12][CH:13]=[CH:14][CH:15]=2)=[O:9])[CH2:6][CH2:5][CH2:4][CH2:3][CH2:2]1.C[Si]([N-][Si](C)(C)C)(C)C.[Na+].Br[CH2:28][C:29]([C:31]1[CH:36]=[CH:35][CH:34]=[CH:33][CH:32]=1)=[O:30].O.